The task is: Predict the reactants needed to synthesize the given product.. This data is from Full USPTO retrosynthesis dataset with 1.9M reactions from patents (1976-2016). (1) Given the product [Cl:22][C:3]1[CH:4]=[C:5]([CH2:8][CH2:9][CH2:10][CH2:11][CH2:12][C:13]2[CH:14]=[CH:15][C:16]([NH2:19])=[CH:17][CH:18]=2)[CH:6]=[CH:7][C:2]=1[Cl:1], predict the reactants needed to synthesize it. The reactants are: [Cl:1][C:2]1[CH:7]=[CH:6][C:5]([CH:8]=[CH:9][CH2:10][CH2:11][CH2:12][C:13]2[CH:18]=[CH:17][C:16]([N+:19]([O-])=O)=[CH:15][CH:14]=2)=[CH:4][C:3]=1[Cl:22]. (2) Given the product [CH:1]1([C:4]2[CH:5]=[C:6]([CH:7]=[C:8]([O:16][CH2:17][CH3:18])[C:9]=2[N:10]2[CH2:11][CH2:12][CH2:13][CH2:14][CH2:15]2)[CH:19]=[O:20])[CH2:2][CH2:3]1, predict the reactants needed to synthesize it. The reactants are: [CH:1]1([C:4]2[CH:5]=[C:6]([CH2:19][OH:20])[CH:7]=[C:8]([O:16][CH2:17][CH3:18])[C:9]=2[N:10]2[CH2:15][CH2:14][CH2:13][CH2:12][CH2:11]2)[CH2:3][CH2:2]1.C(N(CC)CC)C.CS(C)=O.O. (3) Given the product [C:22]([OH:27])(=[O:26])[C:23]([OH:25])=[O:24].[NH2:1][CH:4]([CH:17]([F:18])[F:19])[CH2:5][NH:6][C:7](=[O:16])[O:8][CH2:9][C:10]1[CH:11]=[CH:12][CH:13]=[CH:14][CH:15]=1, predict the reactants needed to synthesize it. The reactants are: [N:1]([CH:4]([CH:17]([F:19])[F:18])[CH2:5][NH:6][C:7](=[O:16])[O:8][CH2:9][C:10]1[CH:15]=[CH:14][CH:13]=[CH:12][CH:11]=1)=[N+]=[N-].[BH4-].[Na+].[C:22]([OH:27])(=[O:26])[C:23]([OH:25])=[O:24]. (4) The reactants are: [CH:1]1([N:4]([CH2:18][C:19]2[O:20][CH:21]=[C:22]([C:24]([OH:26])=O)[N:23]=2)[S:5]([C:8]2[C:13]([CH3:14])=[CH:12][C:11]([O:15][CH3:16])=[CH:10][C:9]=2[CH3:17])(=[O:7])=[O:6])[CH2:3][CH2:2]1.CCN=C=NCCCN(C)C.C1C=C2N=NN(O)C2=CC=1.O.CCN(C(C)C)C(C)C.[N:58]1[CH:63]=[CH:62][CH:61]=[C:60]([N:64]2[CH2:69][CH2:68][NH:67][CH2:66][CH2:65]2)[CH:59]=1. Given the product [CH:1]1([N:4]([CH2:18][C:19]2[O:20][CH:21]=[C:22]([C:24]([N:67]3[CH2:68][CH2:69][N:64]([C:60]4[CH:59]=[N:58][CH:63]=[CH:62][CH:61]=4)[CH2:65][CH2:66]3)=[O:26])[N:23]=2)[S:5]([C:8]2[C:13]([CH3:14])=[CH:12][C:11]([O:15][CH3:16])=[CH:10][C:9]=2[CH3:17])(=[O:6])=[O:7])[CH2:2][CH2:3]1, predict the reactants needed to synthesize it.